From a dataset of NCI-60 drug combinations with 297,098 pairs across 59 cell lines. Regression. Given two drug SMILES strings and cell line genomic features, predict the synergy score measuring deviation from expected non-interaction effect. (1) Drug 1: COC1=NC(=NC2=C1N=CN2C3C(C(C(O3)CO)O)O)N. Drug 2: COC1=C2C(=CC3=C1OC=C3)C=CC(=O)O2. Cell line: CAKI-1. Synergy scores: CSS=-9.10, Synergy_ZIP=3.71, Synergy_Bliss=-2.62, Synergy_Loewe=-9.40, Synergy_HSA=-10.2. (2) Drug 1: C1CC(=O)NC(=O)C1N2C(=O)C3=CC=CC=C3C2=O. Drug 2: CC1CCCC2(C(O2)CC(NC(=O)CC(C(C(=O)C(C1O)C)(C)C)O)C(=CC3=CSC(=N3)C)C)C. Cell line: A498. Synergy scores: CSS=27.4, Synergy_ZIP=14.0, Synergy_Bliss=8.98, Synergy_Loewe=-42.1, Synergy_HSA=-9.88. (3) Cell line: T-47D. Drug 2: CC(C)NC(=O)C1=CC=C(C=C1)CNNC.Cl. Synergy scores: CSS=28.3, Synergy_ZIP=-2.13, Synergy_Bliss=4.78, Synergy_Loewe=-52.7, Synergy_HSA=3.89. Drug 1: CC1=C2C(C(=O)C3(C(CC4C(C3C(C(C2(C)C)(CC1OC(=O)C(C(C5=CC=CC=C5)NC(=O)C6=CC=CC=C6)O)O)OC(=O)C7=CC=CC=C7)(CO4)OC(=O)C)O)C)OC(=O)C. (4) Synergy scores: CSS=53.9, Synergy_ZIP=0.982, Synergy_Bliss=-2.02, Synergy_Loewe=-3.74, Synergy_HSA=-3.73. Drug 2: COC1=C2C(=CC3=C1OC=C3)C=CC(=O)O2. Cell line: MOLT-4. Drug 1: CC12CCC3C(C1CCC2=O)CC(=C)C4=CC(=O)C=CC34C. (5) Drug 1: C1CCC(C1)C(CC#N)N2C=C(C=N2)C3=C4C=CNC4=NC=N3. Drug 2: CC1C(C(CC(O1)OC2CC(CC3=C2C(=C4C(=C3O)C(=O)C5=CC=CC=C5C4=O)O)(C(=O)C)O)N)O. Cell line: RPMI-8226. Synergy scores: CSS=34.1, Synergy_ZIP=1.26, Synergy_Bliss=1.68, Synergy_Loewe=-48.8, Synergy_HSA=-1.61. (6) Drug 1: CC1CCC2CC(C(=CC=CC=CC(CC(C(=O)C(C(C(=CC(C(=O)CC(OC(=O)C3CCCCN3C(=O)C(=O)C1(O2)O)C(C)CC4CCC(C(C4)OC)O)C)C)O)OC)C)C)C)OC. Drug 2: C1=CC=C(C(=C1)C(C2=CC=C(C=C2)Cl)C(Cl)Cl)Cl. Cell line: T-47D. Synergy scores: CSS=4.67, Synergy_ZIP=1.49, Synergy_Bliss=4.56, Synergy_Loewe=1.52, Synergy_HSA=0.585. (7) Drug 1: C1CN(CCN1C(=O)CCBr)C(=O)CCBr. Drug 2: C1=NNC2=C1C(=O)NC=N2. Cell line: HCT116. Synergy scores: CSS=45.7, Synergy_ZIP=1.33, Synergy_Bliss=1.62, Synergy_Loewe=-5.17, Synergy_HSA=1.11. (8) Drug 1: C1CCN(CC1)CCOC2=CC=C(C=C2)C(=O)C3=C(SC4=C3C=CC(=C4)O)C5=CC=C(C=C5)O. Drug 2: CN(C)C1=NC(=NC(=N1)N(C)C)N(C)C. Cell line: IGROV1. Synergy scores: CSS=-4.14, Synergy_ZIP=0.00911, Synergy_Bliss=-1.68, Synergy_Loewe=-8.04, Synergy_HSA=-8.04. (9) Drug 1: CC1C(C(CC(O1)OC2CC(CC3=C2C(=C4C(=C3O)C(=O)C5=C(C4=O)C(=CC=C5)OC)O)(C(=O)CO)O)N)O.Cl. Drug 2: CS(=O)(=O)OCCCCOS(=O)(=O)C. Cell line: SW-620. Synergy scores: CSS=15.5, Synergy_ZIP=-4.76, Synergy_Bliss=0.766, Synergy_Loewe=-0.448, Synergy_HSA=1.93. (10) Drug 1: CC1=C(N=C(N=C1N)C(CC(=O)N)NCC(C(=O)N)N)C(=O)NC(C(C2=CN=CN2)OC3C(C(C(C(O3)CO)O)O)OC4C(C(C(C(O4)CO)O)OC(=O)N)O)C(=O)NC(C)C(C(C)C(=O)NC(C(C)O)C(=O)NCCC5=NC(=CS5)C6=NC(=CS6)C(=O)NCCC[S+](C)C)O. Drug 2: CC1=C(C(=O)C2=C(C1=O)N3CC4C(C3(C2COC(=O)N)OC)N4)N. Cell line: MDA-MB-231. Synergy scores: CSS=25.7, Synergy_ZIP=-3.36, Synergy_Bliss=-2.54, Synergy_Loewe=2.49, Synergy_HSA=3.25.